This data is from Catalyst prediction with 721,799 reactions and 888 catalyst types from USPTO. The task is: Predict which catalyst facilitates the given reaction. (1) Reactant: [BH4-].[Na+].[Cl:3][C:4]1[N:8]([CH2:9][C:10](=[O:16])[CH2:11][C:12]([CH3:15])([CH3:14])[CH3:13])[C:7]2[CH:17]=[CH:18][CH:19]=[CH:20][C:6]=2[N:5]=1.[Cl-].[NH4+]. Product: [Cl:3][C:4]1[N:8]([CH2:9][CH:10]([OH:16])[CH2:11][C:12]([CH3:14])([CH3:15])[CH3:13])[C:7]2[CH:17]=[CH:18][CH:19]=[CH:20][C:6]=2[N:5]=1. The catalyst class is: 5. (2) Reactant: [O-]S(S([O-])=O)=O.[Na+].[Na+].[Cl:9][C:10]1[CH:15]=[CH:14][C:13]([C:16]2[O:17][C:18]3[CH:28]=[C:27]([N:29]([C:34]4[CH:39]=[CH:38][C:37]([N+:40]([O-])=O)=[C:36]([C:43]#[N:44])[CH:35]=4)[S:30]([CH3:33])(=[O:32])=[O:31])[C:26]([CH:45]4[CH2:47][CH2:46]4)=[CH:25][C:19]=3[C:20]=2[C:21]([NH:23][CH3:24])=[O:22])=[CH:12][CH:11]=1. The catalyst class is: 90. Product: [NH2:40][C:37]1[CH:38]=[CH:39][C:34]([N:29]([C:27]2[C:26]([CH:45]3[CH2:47][CH2:46]3)=[CH:25][C:19]3[C:20]([C:21]([NH:23][CH3:24])=[O:22])=[C:16]([C:13]4[CH:12]=[CH:11][C:10]([Cl:9])=[CH:15][CH:14]=4)[O:17][C:18]=3[CH:28]=2)[S:30]([CH3:33])(=[O:32])=[O:31])=[CH:35][C:36]=1[C:43]#[N:44]. (3) Reactant: [NH2:1][C:2]1[N:7]=[C:6]([C:8]2[S:12][C:11]3[CH:13]=[CH:14][C:15]([C:17]#[N:18])=[CH:16][C:10]=3[C:9]=2[CH3:19])[CH:5]=[CH:4][N:3]=1.[H-].[H-].[H-].[H-].[Li+].[Al+3]. Product: [NH2:18][CH2:17][C:15]1[CH:14]=[CH:13][C:11]2[S:12][C:8]([C:6]3[CH:5]=[CH:4][N:3]=[C:2]([NH2:1])[N:7]=3)=[C:9]([CH3:19])[C:10]=2[CH:16]=1. The catalyst class is: 1. (4) Reactant: C([O:3][C:4](=O)[CH2:5][CH2:6][C:7]1[C:8]([CH3:14])=[N:9][N:10]([CH3:13])[C:11]=1[CH3:12])C.[H-].C([Al+]CC(C)C)C(C)C. Product: [CH3:13][N:10]1[C:11]([CH3:12])=[C:7]([CH2:6][CH2:5][CH:4]=[O:3])[C:8]([CH3:14])=[N:9]1. The catalyst class is: 207. (5) Reactant: [CH3:1][C@H:2]1[CH2:6][CH2:5][CH2:4][N:3]1[CH2:7][C@H:8]1[CH2:12][CH2:11][N:10]([C:13]2[CH:18]=[CH:17][C:16]([N+:19]([O-])=O)=[C:15]([CH3:22])[CH:14]=2)[CH2:9]1. Product: [CH3:22][C:15]1[CH:14]=[C:13]([N:10]2[CH2:11][CH2:12][C@H:8]([CH2:7][N:3]3[CH2:4][CH2:5][CH2:6][C@@H:2]3[CH3:1])[CH2:9]2)[CH:18]=[CH:17][C:16]=1[NH2:19]. The catalyst class is: 687. (6) Reactant: [C:1](=O)([O-])[O-].[K+].[K+].O.[OH:8][CH2:9][C:10]1[C:19]([C:20]2[CH:25]=[CH:24][C:23]([O:26][CH2:27][O:28][CH2:29][C:30]3[CH:35]=[CH:34][CH:33]=[CH:32][CH:31]=3)=[CH:22][C:21]=2[OH:36])=[CH:18][CH:17]=[C:16]2[C:11]=1[C:12]([CH3:39])=[CH:13][C:14]([CH3:38])([CH3:37])[NH:15]2.CI. Product: [OH:8][CH2:9][C:10]1[C:19]([C:20]2[CH:25]=[CH:24][C:23]([O:26][CH2:27][O:28][CH2:29][C:30]3[CH:35]=[CH:34][CH:33]=[CH:32][CH:31]=3)=[CH:22][C:21]=2[O:36][CH3:1])=[CH:18][CH:17]=[C:16]2[C:11]=1[C:12]([CH3:39])=[CH:13][C:14]([CH3:38])([CH3:37])[NH:15]2. The catalyst class is: 42. (7) Reactant: [F-].C([N+](CCCC)(CCCC)CCCC)CCC.[Si]([O:36][CH2:37][C:38]#[C:39][CH2:40][N:41]1[C:45](=[O:46])[C:44]([CH3:57])([C:47]2[CH:52]=[CH:51][C:50]([O:53][CH:54]([CH3:56])[CH3:55])=[CH:49][CH:48]=2)[NH:43][C:42]1=[O:58])(C(C)(C)C)(C1C=CC=CC=1)C1C=CC=CC=1.Cl. Product: [OH:36][CH2:37][C:38]#[C:39][CH2:40][N:41]1[C:45](=[O:46])[C:44]([CH3:57])([C:47]2[CH:52]=[CH:51][C:50]([O:53][CH:54]([CH3:55])[CH3:56])=[CH:49][CH:48]=2)[NH:43][C:42]1=[O:58]. The catalyst class is: 7.